The task is: Predict the reactants needed to synthesize the given product.. This data is from Full USPTO retrosynthesis dataset with 1.9M reactions from patents (1976-2016). Given the product [BrH:1].[Br:1][C:11]1[S:12][C:8]([C:4]2[CH:3]=[NH+:2][CH:7]=[CH:6][CH:5]=2)=[N:9][N:10]=1, predict the reactants needed to synthesize it. The reactants are: [BrH:1].[N:2]1[CH:7]=[CH:6][CH:5]=[C:4]([C:8]2[S:12][C:11](N)=[N:10][N:9]=2)[CH:3]=1.BrBr.N([O-])=O.[Na+].[OH-].[Na+].